Dataset: Forward reaction prediction with 1.9M reactions from USPTO patents (1976-2016). Task: Predict the product of the given reaction. (1) Given the reactants [CH3:1][O:2][C:3](=[O:16])[C:4]1[C:5](=[CH:9][C:10]([O:14][CH3:15])=[CH:11][C:12]=1C)[C:6](O)=O.C1C=CC(P([N:31]=[N+]=[N-])(C2C=CC=CC=2)=O)=CC=1.O.[N-]=C=O, predict the reaction product. The product is: [CH3:1][O:2][C:3](=[O:16])[C:4]1[C:5]([CH3:6])=[CH:9][C:10]([O:14][CH3:15])=[CH:11][C:12]=1[NH2:31]. (2) Given the reactants [CH3:1][O:2][C:3]1[CH:4]=[C:5]([CH:31]=[CH:32][C:33]=1[O:34][CH3:35])[CH2:6][CH:7]1[C:16]2[C:11](=[C:12]([OH:19])[CH:13]=[CH:14][C:15]=2[O:17][CH3:18])[CH2:10][CH2:9][N:8]1[CH2:20][C:21]([NH:23][CH2:24][C:25]1[CH:30]=[CH:29][CH:28]=[CH:27][N:26]=1)=[O:22].Br[CH2:37][CH:38]([CH3:40])[CH3:39], predict the reaction product. The product is: [CH3:1][O:2][C:3]1[CH:4]=[C:5]([CH:31]=[CH:32][C:33]=1[O:34][CH3:35])[CH2:6][CH:7]1[C:16]2[C:11](=[C:12]([O:19][CH2:37][CH:38]([CH3:40])[CH3:39])[CH:13]=[CH:14][C:15]=2[O:17][CH3:18])[CH2:10][CH2:9][N:8]1[CH2:20][C:21]([NH:23][CH2:24][C:25]1[CH:30]=[CH:29][CH:28]=[CH:27][N:26]=1)=[O:22]. (3) Given the reactants [CH:1]1[C:13]2[CH:12]([CH2:14][O:15][C:16](=[O:46])[NH:17][C:18]3[CH:23]=[CH:22][C:21]([S:24][C:25]4[CH:30]=[CH:29][C:28]([C:31](=[O:42])[NH:32][C:33]5[S:34][C:35]([C:38]([F:41])([F:40])[F:39])=[N:36][N:37]=5)=[CH:27][C:26]=4[N+:43]([O-])=O)=[CH:20][CH:19]=3)[C:11]3[C:6](=[CH:7][CH:8]=[CH:9][CH:10]=3)[C:5]=2[CH:4]=[CH:3][CH:2]=1.[Cl-].[NH4+].C(O)C.O1CCCC1, predict the reaction product. The product is: [CH:10]1[C:11]2[CH:12]([CH2:14][O:15][C:16](=[O:46])[NH:17][C:18]3[CH:19]=[CH:20][C:21]([S:24][C:25]4[CH:30]=[CH:29][C:28]([C:31](=[O:42])[NH:32][C:33]5[S:34][C:35]([C:38]([F:39])([F:41])[F:40])=[N:36][N:37]=5)=[CH:27][C:26]=4[NH2:43])=[CH:22][CH:23]=3)[C:13]3[C:5](=[CH:4][CH:3]=[CH:2][CH:1]=3)[C:6]=2[CH:7]=[CH:8][CH:9]=1. (4) Given the reactants C[O:2][C:3]([C:5]1[O:6][C:7]([CH2:10][CH:11]([C:13]([O:15][C:16]([CH3:19])([CH3:18])[CH3:17])=[O:14])[CH3:12])=[CH:8][CH:9]=1)=[O:4].[OH-].[Na+].Cl, predict the reaction product. The product is: [C:16]([O:15][C:13]([CH:11]([CH3:12])[CH2:10][C:7]1[O:6][C:5]([C:3]([OH:4])=[O:2])=[CH:9][CH:8]=1)=[O:14])([CH3:19])([CH3:17])[CH3:18]. (5) Given the reactants [F:1][C:2]([F:32])([F:31])[C:3]1([CH2:7][N:8]2[CH2:13][CH2:12][CH:11]([CH2:14][O:15][C:16]3[N:21]=[CH:20][C:19]([C:22]4[CH:30]=[CH:29][C:25]([C:26](O)=[O:27])=[CH:24][CH:23]=4)=[CH:18][CH:17]=3)[CH2:10][CH2:9]2)[CH2:6][CH2:5][CH2:4]1.Cl.[OH:34][C@H:35]1[CH2:39][NH:38][C@H:37]([C:40]([O:42][CH3:43])=[O:41])[CH2:36]1.C(Cl)CCl.C1C=CC2N(O)N=NC=2C=1.CCN(C(C)C)C(C)C.[NH4+].[Cl-], predict the reaction product. The product is: [OH:34][C@H:35]1[CH2:39][N:38]([C:26](=[O:27])[C:25]2[CH:29]=[CH:30][C:22]([C:19]3[CH:20]=[N:21][C:16]([O:15][CH2:14][CH:11]4[CH2:10][CH2:9][N:8]([CH2:7][C:3]5([C:2]([F:31])([F:1])[F:32])[CH2:4][CH2:5][CH2:6]5)[CH2:13][CH2:12]4)=[CH:17][CH:18]=3)=[CH:23][CH:24]=2)[C@H:37]([C:40]([O:42][CH3:43])=[O:41])[CH2:36]1. (6) Given the reactants [NH:1]1[CH:5]=[C:4]([C:6]([OH:8])=O)[N:3]=[N:2]1.Cl.[O:10]([CH2:17][CH2:18][C@@H:19]1[CH2:24][CH2:23][C@H:22]([CH2:25][NH2:26])[CH2:21][CH2:20]1)[C:11]1[CH:16]=[CH:15][CH:14]=[CH:13][CH:12]=1, predict the reaction product. The product is: [O:10]([CH2:17][CH2:18][C@@H:19]1[CH2:24][CH2:23][C@H:22]([CH2:25][NH:26][C:6]([C:4]2[N:3]=[N:2][NH:1][CH:5]=2)=[O:8])[CH2:21][CH2:20]1)[C:11]1[CH:16]=[CH:15][CH:14]=[CH:13][CH:12]=1. (7) The product is: [CH3:21][C:19]1[CH:18]=[C:17]([CH3:22])[N:16]=[C:15]([NH:14][CH:11]2[CH2:12][CH2:13][NH:8][CH2:9][CH2:10]2)[N:20]=1. Given the reactants C(OC([N:8]1[CH2:13][CH2:12][CH:11]([NH:14][C:15]2[N:20]=[C:19]([CH3:21])[CH:18]=[C:17]([CH3:22])[N:16]=2)[CH2:10][CH2:9]1)=O)(C)(C)C.Cl, predict the reaction product. (8) Given the reactants Br[C:2]1[CH:7]=[CH:6][C:5]([S:8]([NH:11][C:12]2[CH:17]=[CH:16][CH:15]=[C:14]([CH3:18])[N:13]=2)(=[O:10])=[O:9])=[CH:4][CH:3]=1.[Cl:19][C:20]1[CH:25]=[CH:24][C:23](B(O)O)=[CH:22][CH:21]=1.C([O-])([O-])=O.[Na+].[Na+], predict the reaction product. The product is: [CH3:18][C:14]1[N:13]=[C:12]([NH:11][S:8]([C:5]2[CH:6]=[CH:7][C:2]([C:23]3[CH:24]=[CH:25][C:20]([Cl:19])=[CH:21][CH:22]=3)=[CH:3][CH:4]=2)(=[O:10])=[O:9])[CH:17]=[CH:16][CH:15]=1. (9) Given the reactants [NH:1]1[CH:9]=[C:7]([CH3:8])[C:5](=[O:6])[NH:4][C:2]1=[O:3].[F:10][C:11]1[CH:18]=[CH:17][C:14]([CH2:15]Cl)=[CH:13][CH:12]=1, predict the reaction product. The product is: [CH3:8][C:7]1[C:5](=[O:6])[NH:4][C:2](=[O:3])[N:1]([CH2:15][C:14]2[CH:17]=[CH:18][C:11]([F:10])=[CH:12][CH:13]=2)[CH:9]=1.